This data is from Full USPTO retrosynthesis dataset with 1.9M reactions from patents (1976-2016). The task is: Predict the reactants needed to synthesize the given product. Given the product [C:24]([O:16][CH2:15][C@H:14]1[O:13][CH:12]=[CH:11][C@@H:10]([OH:17])[C@@H:9]1[O:8][CH2:1][C:2]1[CH:3]=[CH:4][CH:5]=[CH:6][CH:7]=1)(=[O:26])[CH3:25], predict the reactants needed to synthesize it. The reactants are: [CH2:1]([O:8][C@@H:9]1[C@@H:14]([CH2:15][OH:16])[O:13][CH:12]=[CH:11][C@H:10]1[OH:17])[C:2]1[CH:7]=[CH:6][CH:5]=[CH:4][CH:3]=1.N1C=CC=CC=1.[C:24](Cl)(=[O:26])[CH3:25].